From a dataset of Forward reaction prediction with 1.9M reactions from USPTO patents (1976-2016). Predict the product of the given reaction. (1) Given the reactants [NH2:1][C:2]1[N:6]([C:7]2[N:12]=[C:11]([N:13]3[CH2:18][CH2:17][O:16][CH2:15][CH2:14]3)[N:10]=[C:9]([N:19]3[CH2:24][CH2:23][O:22][CH2:21][CH2:20]3)[N:8]=2)[C:5]2[CH:25]=[CH:26][CH:27]=[CH:28][C:4]=2[N:3]=1.[H-].[Na+].CN(C=O)C.Cl[CH2:37][O:38][CH:39]=[O:40], predict the reaction product. The product is: [CH3:37][O:38][C:39]([NH:1][C:2]1[N:6]([C:7]2[N:8]=[C:9]([N:19]3[CH2:20][CH2:21][O:22][CH2:23][CH2:24]3)[N:10]=[C:11]([N:13]3[CH2:14][CH2:15][O:16][CH2:17][CH2:18]3)[N:12]=2)[C:5]2[CH:25]=[CH:26][CH:27]=[CH:28][C:4]=2[N:3]=1)=[O:40]. (2) The product is: [F:1][C:2]1[CH:7]=[CH:6][C:5]([C:12]2[CH:13]=[CH:14][C:15]([CH3:23])=[C:16]([NH:17][CH2:18][CH:19]([CH3:21])[CH3:20])[CH:22]=2)=[CH:4][CH:3]=1. Given the reactants [F:1][C:2]1[CH:7]=[CH:6][C:5](B(O)O)=[CH:4][CH:3]=1.Br[C:12]1[CH:13]=[CH:14][C:15]([CH3:23])=[C:16]([CH:22]=1)[NH:17][CH2:18][CH:19]([CH3:21])[CH3:20], predict the reaction product.